This data is from Full USPTO retrosynthesis dataset with 1.9M reactions from patents (1976-2016). The task is: Predict the reactants needed to synthesize the given product. (1) Given the product [C:1]([C:3]1[CH:4]=[C:5]2[N:11]=[C:10]([C:12]([C:15]3[C:23]([O:24][CH3:25])=[CH:22][C:21]([CH3:26])=[C:20]4[C:16]=3[CH:17]=[CH:18][N:19]4[C:27]([O:29][C:30]([CH3:33])([CH3:32])[CH3:31])=[O:28])([OH:14])[CH3:13])[NH:9][C:6]2=[N:7][CH:8]=1)#[N:2], predict the reactants needed to synthesize it. The reactants are: [C:1]([C:3]1[CH:4]=[C:5]2[N:11]=[C:10]([C:12]([C:15]3[C:23]([O:24][CH3:25])=[CH:22][C:21]([CH3:26])=[C:20]4[C:16]=3[CH:17]=[CH:18][N:19]4[C:27]([O:29][C:30]([CH3:33])([CH3:32])[CH3:31])=[O:28])([OH:14])[CH3:13])[N:9](COCC[Si](C)(C)C)[C:6]2=[N:7][CH:8]=1)#[N:2].CCCC[N+](CCCC)(CCCC)CCCC.[F-].C1COCC1.C(N)CN. (2) Given the product [F:1][C:2]1[CH:3]=[C:4]([C:8]2[CH:16]=[CH:15][CH:14]=[C:13]3[C:9]=2[CH2:10][C:11](=[O:40])[NH:12]3)[CH:5]=[CH:6][CH:7]=1, predict the reactants needed to synthesize it. The reactants are: [F:1][C:2]1[CH:3]=[C:4]([C:8]2[CH:16]=[CH:15][CH:14]=[C:13]3[C:9]=2[CH:10]=[CH:11][NH:12]3)[CH:5]=[CH:6][CH:7]=1.[Br-].[Br-].[Br-].[NH+]1C=CC=CC=1.[NH+]1C=CC=CC=1.[NH+]1C=CC=CC=1.C(O)(=[O:40])C. (3) Given the product [CH3:37][NH:36][S:33]([C:29]1[CH:28]=[C:27]([NH:26][C:12]([C:11]2[CH:10]=[N:9][N:8]3[C:3]([CH:2]([F:25])[F:1])=[CH:4][C:5]([C:15]4[CH:20]=[CH:19][C:18]([C:21]([F:22])([F:23])[F:24])=[CH:17][CH:16]=4)=[N:6][C:7]=23)=[O:14])[CH:32]=[CH:31][CH:30]=1)(=[O:34])=[O:35], predict the reactants needed to synthesize it. The reactants are: [F:1][CH:2]([F:25])[C:3]1[N:8]2[N:9]=[CH:10][C:11]([C:12]([OH:14])=O)=[C:7]2[N:6]=[C:5]([C:15]2[CH:20]=[CH:19][C:18]([C:21]([F:24])([F:23])[F:22])=[CH:17][CH:16]=2)[CH:4]=1.[NH2:26][C:27]1[CH:28]=[C:29]([S:33]([NH:36][CH3:37])(=[O:35])=[O:34])[CH:30]=[CH:31][CH:32]=1. (4) Given the product [Cl:1][C:2]1[CH:3]=[C:4]2[C:8](=[CH:9][CH:10]=1)[N:7]([C:11]1[N:15]([CH3:16])[N:14]=[C:13]([CH3:17])[C:12]=1/[CH:18]=[CH:21]/[C:22]([OH:24])=[O:23])[CH:6]=[CH:5]2, predict the reactants needed to synthesize it. The reactants are: [Cl:1][C:2]1[CH:3]=[C:4]2[C:8](=[CH:9][CH:10]=1)[N:7]([C:11]1[N:15]([CH3:16])[N:14]=[C:13]([CH3:17])[C:12]=1[CH:18]=O)[CH:6]=[CH:5]2.C(O)(=O)[CH2:21][C:22]([OH:24])=[O:23].N1CCCCC1. (5) Given the product [CH:20]([NH:19][C:13]1[N:12]=[C:11]([C:10]2[C:4]3[C:5](=[N:6][CH:7]=[C:2]([NH:1][C:33]4[CH:38]=[CH:37][CH:36]=[CH:35][CH:34]=4)[CH:3]=3)[N:8]([S:23]([C:26]3[CH:27]=[CH:28][C:29]([CH3:30])=[CH:31][CH:32]=3)(=[O:24])=[O:25])[CH:9]=2)[C:16]([C:17]#[N:18])=[CH:15][N:14]=1)([CH3:21])[CH3:22], predict the reactants needed to synthesize it. The reactants are: [NH2:1][C:2]1[CH:3]=[C:4]2[C:10]([C:11]3[C:16]([C:17]#[N:18])=[CH:15][N:14]=[C:13]([NH:19][CH:20]([CH3:22])[CH3:21])[N:12]=3)=[CH:9][N:8]([S:23]([C:26]3[CH:32]=[CH:31][C:29]([CH3:30])=[CH:28][CH:27]=3)(=[O:25])=[O:24])[C:5]2=[N:6][CH:7]=1.[C:33]1(B(O)O)[CH:38]=[CH:37][CH:36]=[CH:35][CH:34]=1.N1C=CC=CC=1.